This data is from Reaction yield outcomes from USPTO patents with 853,638 reactions. The task is: Predict the reaction yield, written as a fraction of the theoretical maximum amount of product (1.0 means a 100% yield; for example, 0.34 means a 34% yield). (1) The reactants are [CH:1]([C:4]1[CH:5]=[C:6]2[C:15]3[N:10]4[C:11](=[CH:17][N:18]=[C:9]4[C:8]4[CH:19]=[C:20]([OH:23])[CH:21]=[CH:22][C:7]2=4)[CH2:12][CH2:13][C:14]=3[CH:16]=1)([CH3:3])[CH3:2].Br[C:25]1[CH:37]=[CH:36][C:35]2[C:34]3[C:29](=[CH:30][CH:31]=[CH:32][CH:33]=3)[N:28]([C:38]3[CH:43]=[C:42]([CH:44]([CH3:46])[CH3:45])[CH:41]=[CH:40][N:39]=3)[C:27]=2[CH:26]=1.P([O-])([O-])([O-])=O.[K+].[K+].[K+].N1C=CC=CC=1C(O)=O. The catalyst is [Cu]I.O.CS(C)=O. The product is [CH:1]([C:4]1[CH:5]=[C:6]2[C:15]3[N:10]4[C:11](=[CH:17][N:18]=[C:9]4[C:8]4[CH:19]=[C:20]([O:23][C:25]5[CH:37]=[CH:36][C:35]6[C:34]7[C:29](=[CH:30][CH:31]=[CH:32][CH:33]=7)[N:28]([C:38]7[CH:43]=[C:42]([CH:44]([CH3:46])[CH3:45])[CH:41]=[CH:40][N:39]=7)[C:27]=6[CH:26]=5)[CH:21]=[CH:22][C:7]2=4)[CH2:12][CH2:13][C:14]=3[CH:16]=1)([CH3:3])[CH3:2]. The yield is 0.430. (2) The reactants are [H-].[Na+].[C:3]([O:7][C:8]([NH:10][CH:11]([C:17]([O:19][CH2:20][CH3:21])=[O:18])[C:12]([O:14][CH2:15][CH3:16])=[O:13])=[O:9])([CH3:6])([CH3:5])[CH3:4].Br[CH2:23][CH2:24][CH:25]=[CH2:26]. No catalyst specified. The product is [CH2:26]([C:11]([NH:10][C:8]([O:7][C:3]([CH3:6])([CH3:4])[CH3:5])=[O:9])([C:12]([O:14][CH2:15][CH3:16])=[O:13])[C:17]([O:19][CH2:20][CH3:21])=[O:18])[CH2:25][CH:24]=[CH2:23]. The yield is 0.900. (3) The reactants are [C:1]([C:5]1[CH:10]=[C:9]([Br:11])[C:8]([N+:12]([O-:14])=[O:13])=[CH:7][C:6]=1[OH:15])([CH3:4])([CH3:3])[CH3:2].C([O-])([O-])=O.[Cs+].[Cs+].[CH2:22](Br)[C:23]1[CH:28]=[CH:27][CH:26]=[CH:25][CH:24]=1. The yield is 0.940. The product is [C:1]([C:5]1[CH:10]=[C:9]([Br:11])[C:8]([N+:12]([O-:14])=[O:13])=[CH:7][C:6]=1[O:15][CH2:22][C:23]1[CH:28]=[CH:27][CH:26]=[CH:25][CH:24]=1)([CH3:4])([CH3:2])[CH3:3]. The catalyst is CN(C=O)C.O. (4) The catalyst is CO. The yield is 1.00. The reactants are [CH3:1][C:2]1([CH3:19])[C:6]([CH3:8])([CH3:7])[O:5][B:4]([C:9]2[CH:14]=[CH:13][CH:12]=[C:11]([N+:15]([O-])=O)[C:10]=2[CH3:18])[O:3]1. The product is [CH3:18][C:10]1[C:9]([B:4]2[O:5][C:6]([CH3:7])([CH3:8])[C:2]([CH3:19])([CH3:1])[O:3]2)=[CH:14][CH:13]=[CH:12][C:11]=1[NH2:15]. (5) The reactants are Cl.[F:2][C:3]1[N:8]=[C:7]([C:9]2[C:10](=[O:16])[NH:11][C:12](=[O:15])[NH:13][CH:14]=2)[CH:6]=[CH:5][CH:4]=1.C([O-])([O-])=O.[K+].[K+].Br[CH2:24][CH2:25][CH:26]([O:29][CH3:30])[O:27][CH3:28].O. The catalyst is CN(C=O)C. The product is [CH3:28][O:27][CH:26]([O:29][CH3:30])[CH2:25][CH2:24][N:13]1[CH:14]=[C:9]([C:7]2[CH:6]=[CH:5][CH:4]=[C:3]([F:2])[N:8]=2)[C:10](=[O:16])[NH:11][C:12]1=[O:15]. The yield is 0.700. (6) The reactants are [Si:1]([O:8][CH2:9][C:10]1[CH:19]=[CH:18][C:13]([C:14]([O:16][CH3:17])=[O:15])=[CH:12][C:11]=1[NH:20][CH:21]=[O:22])([C:4]([CH3:7])([CH3:6])[CH3:5])([CH3:3])[CH3:2].[H-].[Na+].CI.[C:27](=O)(O)[O-].[Na+]. The catalyst is CN(C)C=O. The product is [Si:1]([O:8][CH2:9][C:10]1[CH:19]=[CH:18][C:13]([C:14]([O:16][CH3:17])=[O:15])=[CH:12][C:11]=1[N:20]([CH:21]=[O:22])[CH3:27])([C:4]([CH3:6])([CH3:7])[CH3:5])([CH3:3])[CH3:2]. The yield is 0.870. (7) The reactants are FC1C=CC(NC(=O)NC2C=CC(C3C=C4C(=CC=3)C(=O)N([C@@H](C(C)C)C(O)=O)C4)=CC=2)=CC=1.[CH3:35][CH:36]([CH3:72])[C@H:37]([N:42]1[CH2:50][C:49]2[C:44](=[CH:45][CH:46]=[C:47]([C:51]3[CH:56]=[CH:55][C:54]([NH:57][C:58]([NH:60][C:61]4[CH:66]=[CH:65][CH:64]=[C:63]([C:67]([F:70])([F:69])[F:68])[CH:62]=4)=[O:59])=[CH:53][CH:52]=3)[CH:48]=2)[C:43]1=[O:71])[C:38]([O:40]C)=[O:39]. No catalyst specified. The product is [CH3:35][CH:36]([CH3:72])[C@H:37]([N:42]1[CH2:50][C:49]2[C:44](=[CH:45][CH:46]=[C:47]([C:51]3[CH:52]=[CH:53][C:54]([NH:57][C:58]([NH:60][C:61]4[CH:66]=[CH:65][CH:64]=[C:63]([C:67]([F:70])([F:68])[F:69])[CH:62]=4)=[O:59])=[CH:55][CH:56]=3)[CH:48]=2)[C:43]1=[O:71])[C:38]([OH:40])=[O:39]. The yield is 0.880. (8) The reactants are [OH:1][CH:2]([CH3:7])[C:3]([NH:5][OH:6])=[NH:4].[Cl:8][C:9]1[CH:10]=[C:11]([CH:15]=[CH:16][CH:17]=1)[C:12](Cl)=O. The catalyst is N1C=CC=CC=1. The product is [Cl:8][C:9]1[CH:10]=[C:11]([C:12]2[O:6][N:5]=[C:3]([CH:2]([OH:1])[CH3:7])[N:4]=2)[CH:15]=[CH:16][CH:17]=1. The yield is 0.600. (9) The reactants are CS(OS(C)(=O)=O)(=O)=O.[C:10]([C:14]1[CH:15]=[C:16]([NH:20][C:21]([NH:23][CH2:24][C:25]2[CH:30]=[CH:29][CH:28]=[CH:27][C:26]=2[NH:31][C:32]2[CH:33]=[C:34]3[C:38](=[CH:39][CH:40]=2)[N:37]([CH2:41][CH2:42][CH2:43]O)[N:36]=[CH:35]3)=[O:22])[N:17]([CH3:19])[N:18]=1)([CH3:13])([CH3:12])[CH3:11].[CH:45]([N:48](C(C)C)[CH2:49]C)(C)C.CNC. The catalyst is C1COCC1. The product is [C:10]([C:14]1[CH:15]=[C:16]([NH:20][C:21]([NH:23][CH2:24][C:25]2[CH:30]=[CH:29][CH:28]=[CH:27][C:26]=2[NH:31][C:32]2[CH:40]=[C:39]3[C:38](=[CH:34][CH:33]=2)[N:37]([CH2:41][CH2:42][CH2:43][N:48]([CH3:49])[CH3:45])[N:36]=[CH:35]3)=[O:22])[N:17]([CH3:19])[N:18]=1)([CH3:11])([CH3:12])[CH3:13]. The yield is 0.430. (10) The reactants are C[O:2][C:3]([C:5]1[S:6][C:7]([C:26]2[CH:31]=[CH:30][CH:29]=[CH:28][CH:27]=2)=[CH:8][C:9]=1[N:10]([C:17]([CH:19]1[CH2:24][CH2:23][CH:22]([CH3:25])[CH2:21][CH2:20]1)=[O:18])[CH:11]1[CH2:16][CH2:15][NH:14][CH2:13][CH2:12]1)=[O:4].O.[Li+].[OH-].Cl. The catalyst is O1CCOCC1. The product is [CH3:25][CH:22]1[CH2:21][CH2:20][CH:19]([C:17]([N:10]([CH:11]2[CH2:12][CH2:13][NH:14][CH2:15][CH2:16]2)[C:9]2[CH:8]=[C:7]([C:26]3[CH:31]=[CH:30][CH:29]=[CH:28][CH:27]=3)[S:6][C:5]=2[C:3]([OH:4])=[O:2])=[O:18])[CH2:24][CH2:23]1. The yield is 0.840.